This data is from Full USPTO retrosynthesis dataset with 1.9M reactions from patents (1976-2016). The task is: Predict the reactants needed to synthesize the given product. (1) The reactants are: Cl[C:2]1[N:7]=[CH:6][C:5]([C:8]2[CH:41]=[CH:40][C:11]([CH2:12][C:13]3[N:14]([C:26]4[CH:31]=[CH:30][C:29]([N:32]5[S:36](=[O:38])(=[O:37])[NH:35][C:34](=[O:39])[CH2:33]5)=[CH:28][CH:27]=4)[CH:15]=[C:16]([C:18]4[CH:23]=[CH:22][C:21]([Cl:24])=[CH:20][C:19]=4[Cl:25])[N:17]=3)=[CH:10][CH:9]=2)=[CH:4][CH:3]=1.[NH:42]1[CH2:47][CH2:46][CH2:45][CH2:44][CH2:43]1. Given the product [Cl:25][C:19]1[CH:20]=[C:21]([Cl:24])[CH:22]=[CH:23][C:18]=1[C:16]1[N:17]=[C:13]([CH2:12][C:11]2[CH:40]=[CH:41][C:8]([C:5]3[CH:4]=[CH:3][C:2]([N:42]4[CH2:47][CH2:46][CH2:45][CH2:44][CH2:43]4)=[N:7][CH:6]=3)=[CH:9][CH:10]=2)[N:14]([C:26]2[CH:31]=[CH:30][C:29]([N:32]3[S:36](=[O:38])(=[O:37])[NH:35][C:34](=[O:39])[CH2:33]3)=[CH:28][CH:27]=2)[CH:15]=1, predict the reactants needed to synthesize it. (2) Given the product [CH3:1][C:2]1([C:7]2[CH:12]=[CH:11][CH:10]=[CH:9][C:8]=2[C:21]2([OH:28])[CH:22]([CH3:27])[CH:23]([CH3:26])[C:24]([CH3:25])=[C:20]2[CH3:19])[O:6][CH2:5][CH2:4][O:3]1, predict the reactants needed to synthesize it. The reactants are: [CH3:1][C:2]1([C:7]2[CH:12]=[CH:11][CH:10]=[CH:9][C:8]=2Br)[O:6][CH2:5][CH2:4][O:3]1.C([Li])CCC.[CH3:19][C:20]1[C:21](=[O:28])[CH:22]([CH3:27])[CH:23]([CH3:26])[C:24]=1[CH3:25].C1(C)C=CC=CC=1. (3) Given the product [C:15]1([N:1]2[CH2:5][CH2:4][C@H:3]([NH:6][C:7](=[O:13])[O:8][C:9]([CH3:10])([CH3:12])[CH3:11])[CH2:2]2)[C:16]2[N:17]([CH:21]=[CH:22][CH:23]=2)[CH:18]=[CH:19][N:20]=1, predict the reactants needed to synthesize it. The reactants are: [NH:1]1[CH2:5][CH2:4][C@H:3]([NH:6][C:7](=[O:13])[O:8][C:9]([CH3:12])([CH3:11])[CH3:10])[CH2:2]1.Cl[C:15]1[C:16]2[N:17]([CH:21]=[CH:22][CH:23]=2)[CH:18]=[CH:19][N:20]=1. (4) Given the product [CH3:1][O:2][C:3]1[CH:4]=[CH:5][C:6]([CH2:7][N:8]2[C:12]3=[N:13][CH:14]=[CH:15][C:16]([O:17][C:18]4[N:19]=[CH:20][C:21]([NH2:24])=[CH:22][CH:23]=4)=[C:11]3[C:10]([CH3:27])=[N:9]2)=[CH:28][CH:29]=1, predict the reactants needed to synthesize it. The reactants are: [CH3:1][O:2][C:3]1[CH:29]=[CH:28][C:6]([CH2:7][N:8]2[C:12]3=[N:13][CH:14]=[CH:15][C:16]([O:17][C:18]4[CH:23]=[CH:22][C:21]([N+:24]([O-])=O)=[CH:20][N:19]=4)=[C:11]3[C:10]([CH3:27])=[N:9]2)=[CH:5][CH:4]=1.CCO. (5) Given the product [Cl:25][C:26]1[S:30][C:29]([CH2:31][CH2:32][S:33]([NH:1][C@H:2]2[CH2:6][CH2:5][N:4]([C:7]3[CH:16]=[C:15]4[C:10]([CH2:11][CH2:12][N:13]([C:17]([O:19][C:20]([CH3:21])([CH3:23])[CH3:22])=[O:18])[CH2:14]4)=[CH:9][CH:8]=3)[C:3]2=[O:24])(=[O:35])=[O:34])=[CH:28][CH:27]=1, predict the reactants needed to synthesize it. The reactants are: [NH2:1][C@H:2]1[CH2:6][CH2:5][N:4]([C:7]2[CH:16]=[C:15]3[C:10]([CH2:11][CH2:12][N:13]([C:17]([O:19][C:20]([CH3:23])([CH3:22])[CH3:21])=[O:18])[CH2:14]3)=[CH:9][CH:8]=2)[C:3]1=[O:24].[Cl:25][C:26]1[S:30][C:29]([CH2:31][CH2:32][S:33](Cl)(=[O:35])=[O:34])=[CH:28][CH:27]=1. (6) Given the product [Cl:15][C:16]1[C:25]2[C:20](=[C:21]([Cl:26])[CH:22]=[CH:23][CH:24]=2)[C:19]([O:12][C:9]2[CH:10]=[CH:11][C:2]([F:1])=[C:3]([CH:8]=2)[C:4]([O:6][CH3:7])=[O:5])=[N:18][N:17]=1, predict the reactants needed to synthesize it. The reactants are: [F:1][C:2]1[CH:11]=[CH:10][C:9]([OH:12])=[CH:8][C:3]=1[C:4]([O:6][CH3:7])=[O:5].[H-].[Na+].[Cl:15][C:16]1[C:25]2[C:20](=[C:21]([Cl:26])[CH:22]=[CH:23][CH:24]=2)[C:19](Cl)=[N:18][N:17]=1. (7) Given the product [CH:21]1([C:19]([N:16]2[CH2:17][CH2:18][CH:14]([CH2:13][N:9]3[CH:10]=[CH:11][N:12]=[C:8]3[C:5]3[CH:6]=[CH:7][C:2]([C:27]4[CH:28]=[CH:29][C:30]([CH3:31])=[C:25]([F:24])[CH:26]=4)=[CH:3][CH:4]=3)[CH2:15]2)=[O:20])[CH2:23][CH2:22]1, predict the reactants needed to synthesize it. The reactants are: Br[C:2]1[CH:7]=[CH:6][C:5]([C:8]2[N:9]([CH2:13][CH:14]3[CH2:18][CH2:17][N:16]([C:19]([CH:21]4[CH2:23][CH2:22]4)=[O:20])[CH2:15]3)[CH:10]=[CH:11][N:12]=2)=[CH:4][CH:3]=1.[F:24][C:25]1[CH:26]=[C:27](B(O)O)[CH:28]=[CH:29][C:30]=1[CH3:31].